Dataset: HIV replication inhibition screening data with 41,000+ compounds from the AIDS Antiviral Screen. Task: Binary Classification. Given a drug SMILES string, predict its activity (active/inactive) in a high-throughput screening assay against a specified biological target. (1) The molecule is CCOC(=O)C1N=[N+](c2ccccc2)C(=O)C1=Cn1c(=S)[nH]c2ccc([N+](=O)[O-])cc21. The result is 0 (inactive). (2) The result is 1 (active). The molecule is [Cl-].c1ccc(-c2cc[n+]3c4c2ccc2c(-c5ccccc5)cc[n+](c24)[Rh-4]324([n+]3ccc(-c5ccccc5)c5ccc6c(-c7ccccc7)cc[n+]2c6c53)[n+]2ccc(-c3ccccc3)c3ccc5c(-c6ccccc6)cc[n+]4c5c32)cc1. (3) The molecule is Cc1nc2ccccc2c(=O)n1-c1ccccc1Br. The result is 0 (inactive). (4) The molecule is O=C(O)C(NS(=O)(=O)c1ccc2ccccc2c1)c1ccccc1. The result is 0 (inactive). (5) The result is 0 (inactive). The drug is C1=CC2=[N+]3C1=C(c1ccccc1)C1=CC=C4C(c5ccccc5)=C5C=CC6=[N+]5[Zn-2]3([NH+]14)[NH+]1C(=C2c2ccccc2)C=CC1=C6c1ccccc1.